This data is from Forward reaction prediction with 1.9M reactions from USPTO patents (1976-2016). The task is: Predict the product of the given reaction. (1) Given the reactants [F:1][C:2]1[S:6][C:5]2[C:7]3([O:13][CH2:14][CH2:15][C:4]=2[CH:3]=1)[CH2:12][CH2:11][NH:10][CH2:9][CH2:8]3.[CH:16]([C:18]1[C:19]([CH3:31])=[N:20][N:21]([C:23]2[C:28]([C:29]#[N:30])=[CH:27][CH:26]=[CH:25][N:24]=2)[CH:22]=1)=O, predict the reaction product. The product is: [F:1][C:2]1[S:6][C:5]2[C:7]3([O:13][CH2:14][CH2:15][C:4]=2[CH:3]=1)[CH2:12][CH2:11][N:10]([CH2:16][C:18]1[C:19]([CH3:31])=[N:20][N:21]([C:23]2[C:28]([C:29]#[N:30])=[CH:27][CH:26]=[CH:25][N:24]=2)[CH:22]=1)[CH2:9][CH2:8]3. (2) Given the reactants F[C:2]1[CH:7]=[CH:6][C:5]([S:8]([CH3:11])(=[O:10])=[O:9])=[CH:4][C:3]=1[I:12].O=S1(=O)C2C=CC=C[C:17]=2[C:16]2C=C[C:25](N)=[CH:26][C:15]1=2, predict the reaction product. The product is: [I:12][C:3]1[CH:2]=[CH:7][C:6]2[C:17]3[CH:16]=[CH:15][CH:26]=[CH:25][C:11]=3[S:8](=[O:10])(=[O:9])[C:5]=2[CH:4]=1.